This data is from NCI-60 drug combinations with 297,098 pairs across 59 cell lines. The task is: Regression. Given two drug SMILES strings and cell line genomic features, predict the synergy score measuring deviation from expected non-interaction effect. (1) Drug 1: CC1C(C(CC(O1)OC2CC(CC3=C2C(=C4C(=C3O)C(=O)C5=C(C4=O)C(=CC=C5)OC)O)(C(=O)C)O)N)O.Cl. Drug 2: CCCCCOC(=O)NC1=NC(=O)N(C=C1F)C2C(C(C(O2)C)O)O. Cell line: HL-60(TB). Synergy scores: CSS=27.6, Synergy_ZIP=1.19, Synergy_Bliss=2.96, Synergy_Loewe=-56.7, Synergy_HSA=2.52. (2) Drug 1: CC1=CC2C(CCC3(C2CCC3(C(=O)C)OC(=O)C)C)C4(C1=CC(=O)CC4)C. Drug 2: CCC(=C(C1=CC=CC=C1)C2=CC=C(C=C2)OCCN(C)C)C3=CC=CC=C3.C(C(=O)O)C(CC(=O)O)(C(=O)O)O. Cell line: MDA-MB-435. Synergy scores: CSS=-4.28, Synergy_ZIP=3.70, Synergy_Bliss=1.35, Synergy_Loewe=-4.57, Synergy_HSA=-3.87. (3) Drug 1: CC1C(C(=O)NC(C(=O)N2CCCC2C(=O)N(CC(=O)N(C(C(=O)O1)C(C)C)C)C)C(C)C)NC(=O)C3=C4C(=C(C=C3)C)OC5=C(C(=O)C(=C(C5=N4)C(=O)NC6C(OC(=O)C(N(C(=O)CN(C(=O)C7CCCN7C(=O)C(NC6=O)C(C)C)C)C)C(C)C)C)N)C. Drug 2: CC1C(C(CC(O1)OC2CC(OC(C2O)C)OC3=CC4=CC5=C(C(=O)C(C(C5)C(C(=O)C(C(C)O)O)OC)OC6CC(C(C(O6)C)O)OC7CC(C(C(O7)C)O)OC8CC(C(C(O8)C)O)(C)O)C(=C4C(=C3C)O)O)O)O. Cell line: IGROV1. Synergy scores: CSS=38.4, Synergy_ZIP=-2.24, Synergy_Bliss=2.76, Synergy_Loewe=2.20, Synergy_HSA=2.51. (4) Drug 1: CCC1=CC2CC(C3=C(CN(C2)C1)C4=CC=CC=C4N3)(C5=C(C=C6C(=C5)C78CCN9C7C(C=CC9)(C(C(C8N6C)(C(=O)OC)O)OC(=O)C)CC)OC)C(=O)OC.C(C(C(=O)O)O)(C(=O)O)O. Drug 2: C1=CC=C(C=C1)NC(=O)CCCCCCC(=O)NO. Cell line: UACC-257. Synergy scores: CSS=18.4, Synergy_ZIP=-9.69, Synergy_Bliss=0.00424, Synergy_Loewe=-0.887, Synergy_HSA=2.72. (5) Drug 1: C1CCN(CC1)CCOC2=CC=C(C=C2)C(=O)C3=C(SC4=C3C=CC(=C4)O)C5=CC=C(C=C5)O. Drug 2: CC1CCCC2(C(O2)CC(NC(=O)CC(C(C(=O)C(C1O)C)(C)C)O)C(=CC3=CSC(=N3)C)C)C. Cell line: CCRF-CEM. Synergy scores: CSS=-0.737, Synergy_ZIP=9.85, Synergy_Bliss=14.1, Synergy_Loewe=6.46, Synergy_HSA=5.39. (6) Drug 1: CCN(CC)CCNC(=O)C1=C(NC(=C1C)C=C2C3=C(C=CC(=C3)F)NC2=O)C. Drug 2: C1=NC2=C(N1)C(=S)N=CN2. Cell line: MALME-3M. Synergy scores: CSS=19.3, Synergy_ZIP=-3.07, Synergy_Bliss=-1.07, Synergy_Loewe=-0.378, Synergy_HSA=0.614.